From a dataset of Forward reaction prediction with 1.9M reactions from USPTO patents (1976-2016). Predict the product of the given reaction. (1) Given the reactants [F:1][C:2]1[CH:7]=[CH:6][C:5]([CH:8]2[C:13]([C:14]([O:16]C)=O)=[CH:12][NH:11][C:10](=[O:18])[NH:9]2)=[CH:4][CH:3]=1.[NH2:19][C:20]1[CH:21]=[C:22]2[C:26](=[CH:27][CH:28]=1)[NH:25][N:24]=[CH:23]2.C(Cl)CCl.C(N(CC)CC)C, predict the reaction product. The product is: [F:1][C:2]1[CH:3]=[CH:4][C:5]([CH:8]2[C:13]([C:14]([NH:19][C:20]3[CH:21]=[C:22]4[C:26](=[CH:27][CH:28]=3)[NH:25][N:24]=[CH:23]4)=[O:16])=[CH:12][NH:11][C:10](=[O:18])[NH:9]2)=[CH:6][CH:7]=1. (2) Given the reactants C[O:2][C:3](=[O:31])[C:4]1[CH:9]=[CH:8][CH:7]=[CH:6][C:5]=1[NH:10][C:11]1[CH:16]=[CH:15][C:14]([CH2:17][CH2:18][CH2:19][C:20]2[CH:25]=[CH:24][C:23]([N:26]([CH2:29][CH3:30])[CH2:27][CH3:28])=[CH:22][CH:21]=2)=[CH:13][CH:12]=1.[OH-].[K+].Cl, predict the reaction product. The product is: [CH2:29]([N:26]([CH2:27][CH3:28])[C:23]1[CH:22]=[CH:21][C:20]([CH2:19][CH2:18][CH2:17][C:14]2[CH:15]=[CH:16][C:11]([NH:10][C:5]3[CH:6]=[CH:7][CH:8]=[CH:9][C:4]=3[C:3]([OH:31])=[O:2])=[CH:12][CH:13]=2)=[CH:25][CH:24]=1)[CH3:30]. (3) Given the reactants Br[C:2]1[N:6]([S:7]([C:10]2[CH:15]=[CH:14][CH:13]=[CH:12][C:11]=2[C:16]#[N:17])(=[O:9])=[O:8])[CH:5]=[C:4]([CH2:18][N:19]([CH3:27])[C:20](=[O:26])[O:21][C:22]([CH3:25])([CH3:24])[CH3:23])[CH:3]=1.[N:28]1[CH:33]=[CH:32][CH:31]=[C:30](B(O)O)[CH:29]=1.C(=O)([O-])[O-].[Na+].[Na+], predict the reaction product. The product is: [C:16]([C:11]1[CH:12]=[CH:13][CH:14]=[CH:15][C:10]=1[S:7]([N:6]1[C:2]([C:30]2[CH:29]=[N:28][CH:33]=[CH:32][CH:31]=2)=[CH:3][C:4]([CH2:18][N:19]([CH3:27])[C:20](=[O:26])[O:21][C:22]([CH3:25])([CH3:24])[CH3:23])=[CH:5]1)(=[O:9])=[O:8])#[N:17]. (4) The product is: [F:1][C:2]1[CH:3]=[CH:4][C:5]([OH:17])=[C:6](/[CH:8]=[C:9]2/[C:10](=[O:16])[N:11]=[C:12]([N:24]3[CH2:25][CH2:26][N:21]([CH:18]([CH3:20])[CH3:19])[CH2:22][CH2:23]3)[S:13]/2)[CH:7]=1. Given the reactants [F:1][C:2]1[CH:3]=[CH:4][C:5]([OH:17])=[C:6](/[CH:8]=[C:9]2/[C:10](=[O:16])[N:11]=[C:12](SC)[S:13]/2)[CH:7]=1.[CH:18]([N:21]1[CH2:26][CH2:25][NH:24][CH2:23][CH2:22]1)([CH3:20])[CH3:19].O, predict the reaction product. (5) The product is: [Br:13][C:14]1[CH:19]=[C:18]([CH:24]([C:23]2[CH:26]=[C:27]([F:30])[CH:28]=[CH:29][C:22]=2[F:21])[OH:25])[C:17]([Br:20])=[CH:16][N:15]=1. Given the reactants C([Li])CCC.C(NC(C)C)(C)C.[Br:13][C:14]1[CH:19]=[CH:18][C:17]([Br:20])=[CH:16][N:15]=1.[F:21][C:22]1[CH:29]=[CH:28][C:27]([F:30])=[CH:26][C:23]=1[CH:24]=[O:25], predict the reaction product. (6) The product is: [Br:1][C:2]1[CH:3]=[N:4][C:5]([S:8]([C:9]2[CH:10]=[CH:11][C:12]([NH:15][C:16]([NH:18][C:19](=[O:29])[C:20]3[CH:25]=[CH:24][CH:23]=[CH:22][C:21]=3[N+:26]([O-:28])=[O:27])=[O:17])=[CH:13][CH:14]=2)=[O:38])=[N:6][CH:7]=1. Given the reactants [Br:1][C:2]1[CH:3]=[N:4][C:5]([S:8][C:9]2[CH:14]=[CH:13][C:12]([NH:15][C:16]([NH:18][C:19](=[O:29])[C:20]3[CH:25]=[CH:24][CH:23]=[CH:22][C:21]=3[N+:26]([O-:28])=[O:27])=[O:17])=[CH:11][CH:10]=2)=[N:6][CH:7]=1.C1C=C(Cl)C=C(C(OO)=[O:38])C=1.C([O-])([O-])=O.[Na+].[Na+], predict the reaction product. (7) Given the reactants [CH2:1]([C:3]([F:31])([CH2:29][CH3:30])[CH2:4][N:5]1[CH2:10][CH2:9][CH:8]([CH2:11][O:12][C:13]2[N:18]=[CH:17][C:16]([C:19]3[CH:27]=[CH:26][C:22]([C:23]([OH:25])=O)=[C:21](F)[CH:20]=3)=[CH:15][CH:14]=2)[CH2:7][CH2:6]1)[CH3:2].C(Cl)CCl.C1C=CC2N(O)N=NC=2C=1.CCN(C(C)C)C(C)C.[NH:55]1[CH2:60][CH2:59][CH2:58][C@@H:57]([OH:61])[CH2:56]1, predict the reaction product. The product is: [CH2:29]([C:3]([F:31])([CH2:1][CH3:2])[CH2:4][N:5]1[CH2:10][CH2:9][CH:8]([CH2:11][O:12][C:13]2[N:18]=[CH:17][C:16]([C:19]3[CH:27]=[CH:26][C:22]([C:23]([N:55]4[CH2:60][CH2:59][CH2:58][C@@H:57]([OH:61])[CH2:56]4)=[O:25])=[CH:21][CH:20]=3)=[CH:15][CH:14]=2)[CH2:7][CH2:6]1)[CH3:30]. (8) Given the reactants [CH2:1]([N:8]1[CH2:17][CH2:16][C:15]2[C:14](Cl)=[N:13][CH:12]=[N:11][C:10]=2[CH2:9]1)[C:2]1[CH:7]=[CH:6][CH:5]=[CH:4][CH:3]=1.[F:19][C:20]([F:29])([F:28])[C:21]1[N:26]=[CH:25][C:24]([NH2:27])=[CH:23][CH:22]=1, predict the reaction product. The product is: [CH2:1]([N:8]1[CH2:17][CH2:16][C:15]2[C:14]([NH:27][C:24]3[CH:25]=[N:26][C:21]([C:20]([F:29])([F:19])[F:28])=[CH:22][CH:23]=3)=[N:13][CH:12]=[N:11][C:10]=2[CH2:9]1)[C:2]1[CH:7]=[CH:6][CH:5]=[CH:4][CH:3]=1. (9) Given the reactants [C:1]1([C@H:7]([NH:32][C:33]([O:35][C@@H:36]2[CH:41]3[CH2:42][CH2:43][N:38]([CH2:39][CH2:40]3)[CH2:37]2)=[O:34])[C:8]2[CH:9]=[C:10]([CH:29]=[CH:30][CH:31]=2)[O:11][CH2:12][CH:13]2[CH2:18][CH2:17][N:16](C(OCC3C=CC=CC=3)=O)[CH2:15][CH2:14]2)[CH:6]=[CH:5][CH:4]=[CH:3][CH:2]=1.CC1CC=CCC=1, predict the reaction product. The product is: [N:38]12[CH2:39][CH2:40][CH:41]([CH2:42][CH2:43]1)[C@@H:36]([O:35][C:33](=[O:34])[NH:32][C@@H:7]([C:1]1[CH:6]=[CH:5][CH:4]=[CH:3][CH:2]=1)[C:8]1[CH:31]=[CH:30][CH:29]=[C:10]([O:11][CH2:12][CH:13]3[CH2:14][CH2:15][NH:16][CH2:17][CH2:18]3)[CH:9]=1)[CH2:37]2. (10) Given the reactants Br[C:2]1([CH2:15][Br:16])[O:6][C:5](=[O:7])[CH:4]=[C:3]1[CH2:8][CH2:9][CH2:10][CH2:11][CH2:12][CH2:13][CH3:14].[CH2:17]([NH2:24])[C:18]1[CH:23]=[CH:22][CH:21]=[CH:20][CH:19]=1.ClCCl, predict the reaction product. The product is: [CH2:17]([N:24]1[C:2]([CH2:15][Br:16])([OH:6])[C:3]([CH2:8][CH2:9][CH2:10][CH2:11][CH2:12][CH2:13][CH3:14])=[CH:4][C:5]1=[O:7])[C:18]1[CH:23]=[CH:22][CH:21]=[CH:20][CH:19]=1.